This data is from Full USPTO retrosynthesis dataset with 1.9M reactions from patents (1976-2016). The task is: Predict the reactants needed to synthesize the given product. (1) Given the product [CH2:3]([S:10][C:12]1[CH:17]=[CH:16][C:15]([O:18][CH:19]2[CH2:24][CH2:23][N:22]([S:25]([CH3:28])(=[O:26])=[O:27])[CH2:21][CH2:20]2)=[CH:14][N:13]=1)[C:4]1[CH:9]=[CH:8][CH:7]=[CH:6][CH:5]=1, predict the reactants needed to synthesize it. The reactants are: [H-].[Na+].[CH2:3]([SH:10])[C:4]1[CH:9]=[CH:8][CH:7]=[CH:6][CH:5]=1.Cl[C:12]1[CH:17]=[CH:16][C:15]([O:18][CH:19]2[CH2:24][CH2:23][N:22]([S:25]([CH3:28])(=[O:27])=[O:26])[CH2:21][CH2:20]2)=[CH:14][N:13]=1. (2) Given the product [CH3:14][S:15]([O:13][CH:10]1[CH2:11][CH2:12][N:8]([CH2:1][C:2]2[CH:3]=[CH:4][CH:5]=[CH:6][CH:7]=2)[CH2:9]1)(=[O:17])=[O:16], predict the reactants needed to synthesize it. The reactants are: [CH2:1]([N:8]1[CH2:12][CH2:11][CH:10]([OH:13])[CH2:9]1)[C:2]1[CH:7]=[CH:6][CH:5]=[CH:4][CH:3]=1.[CH3:14][S:15](Cl)(=[O:17])=[O:16].[OH-].[Na+]. (3) The reactants are: [CH:1]1([CH2:7][C:8]2[N:9]=[N:10][N:11]([C@@H:13]3[C@H:17]4[O:18][CH2:19][C@H:20]([NH2:21])[C@H:16]4[O:15][CH2:14]3)[CH:12]=2)[CH2:6][CH2:5][CH2:4][CH2:3][CH2:2]1.[CH3:22][C:23]1[CH:24]=[C:25]([CH:29]=[CH:30][CH:31]=1)[C:26](O)=[O:27]. Given the product [CH:1]1([CH2:7][C:8]2[N:9]=[N:10][N:11]([C@@H:13]3[C@H:17]4[O:18][CH2:19][C@H:20]([NH:21][C:26](=[O:27])[C:25]5[CH:29]=[CH:30][CH:31]=[C:23]([CH3:22])[CH:24]=5)[C@H:16]4[O:15][CH2:14]3)[CH:12]=2)[CH2:2][CH2:3][CH2:4][CH2:5][CH2:6]1, predict the reactants needed to synthesize it. (4) Given the product [NH2:28][C:26]1[N:27]=[C:6]2[N:7]([C:8]([CH2:12][C:13]3[CH:18]=[CH:17][C:16]([O:19][CH3:20])=[C:15]([O:21][CH3:22])[C:14]=3[O:23][CH3:24])=[N:9][C:10]3[CH:11]=[C:2]([NH:57][CH2:56][CH2:55][OH:54])[CH:3]=[CH:4][C:5]=32)[N:25]=1, predict the reactants needed to synthesize it. The reactants are: F[C:2]1[CH:3]=[CH:4][C:5]2[C:6]3[N:7]([N:25]=[C:26]([NH2:28])[N:27]=3)[C:8]([CH2:12][C:13]3[CH:18]=[CH:17][C:16]([O:19][CH3:20])=[C:15]([O:21][CH3:22])[C:14]=3[O:23][CH3:24])=[N:9][C:10]=2[CH:11]=1.O1C2C=CC(CC3N4N=C(N)N=C4C4C=CC(F)=CC=4N=3)=CC=2OC1.[OH:54][CH2:55][CH2:56][NH2:57]. (5) Given the product [C:5]([O:8][C:9]1[CH:14]=[CH:13][C:12]([C:15](=[O:18])[CH2:16][S:2][CH3:1])=[CH:11][C:10]=1[O:19][CH3:20])(=[O:7])[CH3:6], predict the reactants needed to synthesize it. The reactants are: [CH3:1][SH:2].[Na].O.[C:5]([O:8][C:9]1[CH:14]=[CH:13][C:12]([C:15](=[O:18])[CH2:16]Br)=[CH:11][C:10]=1[O:19][CH3:20])(=[O:7])[CH3:6]. (6) The reactants are: [C:1]([NH:6][C:7]1[N:15]=[C:14]2[C:10]([N:11]=[CH:12][N:13]2[C@@H:16]2[O:31][C@H:30]([CH2:32][O:33][CH2:34][C:35]3[CH:40]=[CH:39][C:38]([Cl:41])=[CH:37][C:36]=3[Cl:42])[C@@H:19]([O:20][CH2:21][C:22]3[CH:27]=[CH:26][C:25]([Cl:28])=[CH:24][C:23]=3[Cl:29])[C@@:17]2([CH2:43]O)[OH:18])=[C:9]([Cl:45])[N:8]=1)(=[O:5])[CH:2]([CH3:4])[CH3:3].C(N(CC)CC)C.[F:53]C(F)(F)S(OS(C(F)(F)F)(=O)=O)(=O)=O.[F-].C([N+](CCCC)(CCCC)CCCC)CCC. Given the product [C:1]([NH:6][C:7]1[N:15]=[C:14]2[C:10]([N:11]=[CH:12][N:13]2[C@@H:16]2[O:31][C@H:30]([CH2:32][O:33][CH2:34][C:35]3[CH:40]=[CH:39][C:38]([Cl:41])=[CH:37][C:36]=3[Cl:42])[C@@H:19]([O:20][CH2:21][C:22]3[CH:27]=[CH:26][C:25]([Cl:28])=[CH:24][C:23]=3[Cl:29])[C@@:17]2([CH2:43][F:53])[OH:18])=[C:9]([Cl:45])[N:8]=1)(=[O:5])[CH:2]([CH3:4])[CH3:3], predict the reactants needed to synthesize it. (7) Given the product [NH2:24][C:15]1[C:14]2[N:13]=[C:12]([CH2:25][CH2:26][CH2:27][CH3:28])[N:11]([CH2:10][CH2:9][CH2:8][CH2:7][O:6][N:5]=[C:2]([CH3:4])[CH3:1])[C:23]=2[C:22]2[CH:21]=[CH:20][CH:19]=[CH:18][C:17]=2[N:16]=1, predict the reactants needed to synthesize it. The reactants are: [CH3:1][C:2]([CH3:4])=O.[NH2:5][O:6][CH2:7][CH2:8][CH2:9][CH2:10][N:11]1[C:23]2[C:22]3[CH:21]=[CH:20][CH:19]=[CH:18][C:17]=3[N:16]=[C:15]([NH2:24])[C:14]=2[N:13]=[C:12]1[CH2:25][CH2:26][CH2:27][CH3:28].